Dataset: Full USPTO retrosynthesis dataset with 1.9M reactions from patents (1976-2016). Task: Predict the reactants needed to synthesize the given product. (1) Given the product [CH2:12]([N:16]1[C:17](=[O:18])[C:19]2[C:20](=[CH:21][CH:22]=[CH:23][CH:24]=2)[CH:25]1[CH:26]([CH3:32])[C:27]([NH:4][C:3]([NH2:5])=[NH:2])=[O:28])[CH2:13][CH2:14][CH3:15], predict the reactants needed to synthesize it. The reactants are: [Cl-].[NH2:2][C:3]([NH2:5])=[NH2+:4].CC(C)([O-])C.[K+].[CH2:12]([NH:16][C:17]([C:19]1[CH:24]=[CH:23][CH:22]=[CH:21][C:20]=1[CH:25]=[C:26]([CH3:32])[C:27](OCC)=[O:28])=[O:18])[CH2:13][CH2:14][CH3:15]. (2) Given the product [F:19][C:13]1[CH:14]=[C:15]([F:18])[CH:16]=[CH:17][C:12]=1[NH:11][S:8]([C:4]1[CH:5]=[N:6][CH:7]=[C:2]([C:39]2[S:43][C:42]([C:44]3[CH:45]=[C:46]4[C:50](=[CH:51][CH:52]=3)[C:49](=[O:53])[N:48]([CH3:54])[CH2:47]4)=[CH:41][CH:40]=2)[CH:3]=1)(=[O:10])=[O:9], predict the reactants needed to synthesize it. The reactants are: Br[C:2]1[CH:3]=[C:4]([S:8]([NH:11][C:12]2[CH:17]=[CH:16][C:15]([F:18])=[CH:14][C:13]=2[F:19])(=[O:10])=[O:9])[CH:5]=[N:6][CH:7]=1.B1(B2OC(C)(C)C(C)(C)O2)OC(C)(C)C(C)(C)O1.I[C:39]1[S:43][C:42]([C:44]2[CH:45]=[C:46]3[C:50](=[CH:51][CH:52]=2)[C:49](=[O:53])[N:48]([CH3:54])[CH2:47]3)=[CH:41][CH:40]=1. (3) Given the product [Br:1][C:12]1[C:11]([O:10][CH3:9])=[CH:20][CH:19]=[C:18]2[C:13]=1[C:14]([CH3:21])=[CH:15][CH:16]=[N:17]2, predict the reactants needed to synthesize it. The reactants are: [Br:1]N1C(=O)CCC1=O.[CH3:9][O:10][C:11]1[CH:12]=[C:13]2[C:18](=[CH:19][CH:20]=1)[N:17]=[CH:16][CH:15]=[C:14]2[CH3:21].O.[OH-].[Na+]. (4) The reactants are: O[C:2]1[C:10]([NH:11][C:12](=[O:19])[C:13]2[CH:18]=[CH:17][N:16]=[CH:15][CH:14]=2)=[CH:9][CH:8]=[CH:7][C:3]=1[C:4]([OH:6])=[O:5].O.C1(C)C=CC(S(O)(=O)=O)=CC=1.C1(C)C(C)=CC=CC=1.C(=O)([O-])[O-].[K+].[K+]. Given the product [N:16]1[CH:15]=[CH:14][C:13]([C:12]2[O:19][C:2]3[C:3]([C:4]([OH:6])=[O:5])=[CH:7][CH:8]=[CH:9][C:10]=3[N:11]=2)=[CH:18][CH:17]=1, predict the reactants needed to synthesize it. (5) The reactants are: Br[C:2]1[CH:3]=[C:4]2[CH2:10][C:9](=[O:11])[NH:8][C:5]2=[N:6][CH:7]=1.[CH3:12][C:13]1([CH3:29])[C:17]([CH3:19])([CH3:18])[O:16][B:15]([B:15]2[O:16][C:17]([CH3:19])([CH3:18])[C:13]([CH3:29])([CH3:12])[O:14]2)[O:14]1.C([O-])(=O)C.[K+]. Given the product [CH3:12][C:13]1([CH3:29])[C:17]([CH3:19])([CH3:18])[O:16][B:15]([C:2]2[CH:3]=[C:4]3[CH2:10][C:9](=[O:11])[NH:8][C:5]3=[N:6][CH:7]=2)[O:14]1, predict the reactants needed to synthesize it. (6) Given the product [C:37]([N:29]([C:30]1[CH:31]=[CH:32][C:33]([Cl:36])=[CH:34][CH:35]=1)[C@H:22]1[C:23]2[C:28](=[CH:27][CH:26]=[CH:25][CH:24]=2)[N:19]([C:17]([C:14]2[CH:15]=[CH:16][C:11]([O:10][CH2:9][CH2:8][CH2:7][NH:6][CH2:5][C:4]([OH:41])=[O:3])=[CH:12][CH:13]=2)=[O:18])[C@@H:20]([CH3:40])[CH2:21]1)(=[O:39])[CH3:38], predict the reactants needed to synthesize it. The reactants are: C([O:3][C:4](=[O:41])[CH2:5][NH:6][CH2:7][CH2:8][CH2:9][O:10][C:11]1[CH:16]=[CH:15][C:14]([C:17]([N:19]2[C:28]3[C:23](=[CH:24][CH:25]=[CH:26][CH:27]=3)[C@H:22]([N:29]([C:37](=[O:39])[CH3:38])[C:30]3[CH:35]=[CH:34][C:33]([Cl:36])=[CH:32][CH:31]=3)[CH2:21][C@@H:20]2[CH3:40])=[O:18])=[CH:13][CH:12]=1)C.C(O)C.[OH-].[Na+]. (7) Given the product [Cl:1][C:2]1[CH:3]=[C:4]2[C:9](=[CH:10][C:11]=1[O:12][C:13]1[CH:18]=[CH:17][C:16]([C:19](=[O:32])[NH:20][CH:21]([CH2:30][OH:31])[CH2:22][C:23]3[CH:28]=[CH:27][C:26]([Cl:29])=[CH:25][CH:24]=3)=[CH:15][CH:14]=1)[O:8][CH2:7][CH2:6][CH:5]2[C:33]([O-:35])=[O:34].[Na+:38], predict the reactants needed to synthesize it. The reactants are: [Cl:1][C:2]1[CH:3]=[C:4]2[C:9](=[CH:10][C:11]=1[O:12][C:13]1[CH:18]=[CH:17][C:16]([C:19](=[O:32])[NH:20][CH:21]([CH2:30][OH:31])[CH2:22][C:23]3[CH:28]=[CH:27][C:26]([Cl:29])=[CH:25][CH:24]=3)=[CH:15][CH:14]=1)[O:8][CH2:7][CH2:6][CH:5]2[C:33]([OH:35])=[O:34].C[O-].[Na+:38]. (8) Given the product [NH2:1][C:2]1[S:3][C:6]([C:7]([O:9][CH2:10][CH3:11])=[O:8])=[C:12]([OH:13])[N:4]=1, predict the reactants needed to synthesize it. The reactants are: [NH2:1][C:2]([NH2:4])=[S:3].Br[CH:6]([C:12](OCC)=[O:13])[C:7]([O:9][CH2:10][CH3:11])=[O:8]. (9) Given the product [CH2:18]([C:13]1[C:12]([CH2:11][O:10][C:7]2[CH:8]=[CH:9][C:4]([C:3]([NH:23][CH:24]3[CH2:29][CH2:28][O:27][CH2:26][CH2:25]3)=[O:22])=[CH:5][N:6]=2)=[C:16]([CH3:17])[O:15][N:14]=1)[CH2:19][CH2:20][CH3:21], predict the reactants needed to synthesize it. The reactants are: CO[C:3](=[O:22])[C:4]1[CH:9]=[CH:8][C:7]([O:10][CH2:11][C:12]2[C:13]([CH2:18][CH2:19][CH2:20][CH3:21])=[N:14][O:15][C:16]=2[CH3:17])=[N:6][CH:5]=1.[NH2:23][CH:24]1[CH2:29][CH2:28][O:27][CH2:26][CH2:25]1. (10) Given the product [F:1][C:2]1[C:3]([C:21]2[S:25][C:24]([C:26]3([OH:37])[CH2:29][NH:28][CH2:27]3)=[N:23][CH:22]=2)=[C:4]2[CH:10]=[CH:9][N:8]([S:11]([C:14]3[CH:15]=[CH:16][C:17]([CH3:18])=[CH:19][CH:20]=3)(=[O:13])=[O:12])[C:5]2=[N:6][CH:7]=1, predict the reactants needed to synthesize it. The reactants are: [F:1][C:2]1[C:3]([C:21]2[S:25][C:24]([C:26]3([O:37]COC)[CH2:29][N:28](C(OC(C)(C)C)=O)[CH2:27]3)=[N:23][CH:22]=2)=[C:4]2[CH:10]=[CH:9][N:8]([S:11]([C:14]3[CH:20]=[CH:19][C:17]([CH3:18])=[CH:16][CH:15]=3)(=[O:13])=[O:12])[C:5]2=[N:6][CH:7]=1.CO.Cl.